Dataset: Peptide-MHC class I binding affinity with 185,985 pairs from IEDB/IMGT. Task: Regression. Given a peptide amino acid sequence and an MHC pseudo amino acid sequence, predict their binding affinity value. This is MHC class I binding data. (1) The peptide sequence is FLIDLAFLI. The MHC is HLA-A02:19 with pseudo-sequence HLA-A02:19. The binding affinity (normalized) is 1.00. (2) The peptide sequence is CTPYDINQ. The MHC is Mamu-A01 with pseudo-sequence Mamu-A01. The binding affinity (normalized) is 0.0850. (3) The peptide sequence is MTSCCSCLK. The MHC is HLA-A11:01 with pseudo-sequence HLA-A11:01. The binding affinity (normalized) is 0.506. (4) The peptide sequence is FGAQMGWPV. The MHC is HLA-B27:03 with pseudo-sequence HLA-B27:03. The binding affinity (normalized) is 0.0847. (5) The binding affinity (normalized) is 0. The peptide sequence is RSWAHNSL. The MHC is HLA-B18:01 with pseudo-sequence HLA-B18:01. (6) The peptide sequence is RDYRTISPR. The MHC is HLA-B40:01 with pseudo-sequence HLA-B40:01. The binding affinity (normalized) is 0.0847.